From a dataset of Reaction yield outcomes from USPTO patents with 853,638 reactions. Predict the reaction yield, written as a fraction of the theoretical maximum amount of product (1.0 means a 100% yield; for example, 0.34 means a 34% yield). (1) The reactants are CS([O:5][C@@H:6]1[CH2:10][CH2:9][N:8]([C:11]2[N:16]=[CH:15][C:14]([N:17]3[CH:22]=[CH:21][C:20]([O:23][CH2:24][C:25]4[CH:30]=[CH:29][C:28]([Cl:31])=[CH:27][CH:26]=4)=[CH:19][C:18]3=[O:32])=[CH:13][CH:12]=2)[CH2:7]1)(=O)=O.[C:33]([O-])(=[O:35])[CH3:34].[K+].C1COCC1. No catalyst specified. The product is [C:33]([O:5][C@H:6]1[CH2:10][CH2:9][N:8]([C:11]2[N:16]=[CH:15][C:14]([N:17]3[CH:22]=[CH:21][C:20]([O:23][CH2:24][C:25]4[CH:30]=[CH:29][C:28]([Cl:31])=[CH:27][CH:26]=4)=[CH:19][C:18]3=[O:32])=[CH:13][CH:12]=2)[CH2:7]1)(=[O:35])[CH3:34]. The yield is 0.380. (2) The reactants are [CH2:1]([S:8][C:9]1[CH:10]=[C:11]2[C:16](=[CH:17][CH:18]=1)[C:15](Cl)=[N:14][N:13]=[C:12]2[O:20][CH3:21])[C:2]1[CH:7]=[CH:6][CH:5]=[CH:4][CH:3]=1.[Cl:22][C:23]1[CH:28]=[C:27](B(O)O)[C:26]([O:32][CH3:33])=[CH:25][C:24]=1[C:34]1[CH:39]=[CH:38][CH:37]=[C:36]([F:40])[CH:35]=1.C(=O)([O-])[O-].[K+].[K+]. No catalyst specified. The product is [CH2:1]([S:8][C:9]1[CH:10]=[C:11]2[C:16](=[CH:17][CH:18]=1)[C:15]([C:27]1[C:26]([O:32][CH3:33])=[CH:25][C:24]([C:34]3[CH:39]=[CH:38][CH:37]=[C:36]([F:40])[CH:35]=3)=[C:23]([Cl:22])[CH:28]=1)=[N:14][N:13]=[C:12]2[O:20][CH3:21])[C:2]1[CH:7]=[CH:6][CH:5]=[CH:4][CH:3]=1. The yield is 0.719. (3) The reactants are [F:1][C:2]1[CH:3]=[C:4]([CH:19]=[CH:20][CH:21]=1)[O:5][C@@H:6]([C:13]1[CH:18]=[CH:17][CH:16]=[CH:15][CH:14]=1)[CH:7]1[CH2:12][CH2:11][NH:10][CH2:9][CH2:8]1.[CH3:22][S:23]([OH:26])(=[O:25])=[O:24]. The catalyst is C(O)(C)C. The product is [CH3:22][S:23]([OH:26])(=[O:25])=[O:24].[F:1][C:2]1[CH:3]=[C:4]([CH:19]=[CH:20][CH:21]=1)[O:5][C@@H:6]([C:13]1[CH:14]=[CH:15][CH:16]=[CH:17][CH:18]=1)[CH:7]1[CH2:8][CH2:9][NH:10][CH2:11][CH2:12]1. The yield is 0.775. (4) The reactants are Br.Br[CH2:3][C:4]1[C:9]([F:10])=[CH:8][N:7]=[CH:6][C:5]=1[CH2:11][CH3:12].[CH3:13][C:14]1[N:19]=[C:18]([SH:20])[N:17]=[C:16]([OH:21])[CH:15]=1.C(N(CC)CC)C. The catalyst is C(O)C. The product is [CH2:11]([C:5]1[CH:6]=[N:7][CH:8]=[C:9]([F:10])[C:4]=1[CH2:3][S:20][C:18]1[N:17]=[C:16]([OH:21])[CH:15]=[C:14]([CH3:13])[N:19]=1)[CH3:12]. The yield is 0.0900. (5) The reactants are C(OC([N:8]([CH2:39][C:40]([O:42]C(C)(C)C)=[O:41])[C:9]1[CH:14]=[CH:13][CH:12]=[C:11]([CH:15]([CH2:26][C:27]2[CH:32]=[CH:31][C:30]([C:33]3[S:34][C:35]([CH3:38])=[CH:36][N:37]=3)=[CH:29][CH:28]=2)[NH:16][S:17]([C:20]2[CH:25]=[CH:24][CH:23]=[CH:22][N:21]=2)(=[O:19])=[O:18])[N:10]=1)=O)(C)(C)C.[OH-].[Na+]. The catalyst is O. The product is [CH3:38][C:35]1[S:34][C:33]([C:30]2[CH:29]=[CH:28][C:27]([CH2:26][CH:15]([NH:16][S:17]([C:20]3[CH:25]=[CH:24][CH:23]=[CH:22][N:21]=3)(=[O:18])=[O:19])[C:11]3[N:10]=[C:9]([NH:8][CH2:39][C:40]([OH:42])=[O:41])[CH:14]=[CH:13][CH:12]=3)=[CH:32][CH:31]=2)=[N:37][CH:36]=1. The yield is 0.550. (6) The reactants are [O:1]=[C:2]1[C:11]2[CH:12]=[CH:13][S:14][C:10]=2[C:9]2[CH:8]=[CH:7][C:6]([C:15]([O:17][CH3:18])=[O:16])=[CH:5][C:4]=2[NH:3]1.C1C(=O)N([Br:26])C(=O)C1.O.N. The catalyst is C(Cl)(Cl)Cl.C(O)(=O)C. The product is [Br:26][C:13]1[S:14][C:10]2[C:9]3[CH:8]=[CH:7][C:6]([C:15]([O:17][CH3:18])=[O:16])=[CH:5][C:4]=3[NH:3][C:2](=[O:1])[C:11]=2[CH:12]=1. The yield is 0.760. (7) The reactants are [CH2:1]([N:8]1[CH:16]=[C:15]2[C:10]([CH:11]=[C:12]([C:17]3[CH:18]=[C:19]([CH2:27][CH2:28][CH2:29][N:30]4[CH2:35][CH2:34][NH:33][CH2:32][CH2:31]4)[N:20]4[C:25]=3[C:24]([NH2:26])=[N:23][CH:22]=[N:21]4)[CH:13]=[CH:14]2)=[N:9]1)[C:2]1[CH:7]=[CH:6][CH:5]=[CH:4][CH:3]=1.C(N(C(C)C)C(C)C)C.[C:45](Cl)(=[O:48])[CH2:46][CH3:47].O. The catalyst is CN(C=O)C. The product is [NH2:26][C:24]1[C:25]2=[C:17]([C:12]3[CH:13]=[CH:14][C:15]4[C:10]([CH:11]=3)=[N:9][N:8]([CH2:1][C:2]3[CH:7]=[CH:6][CH:5]=[CH:4][CH:3]=3)[CH:16]=4)[CH:18]=[C:19]([CH2:27][CH2:28][CH2:29][N:30]3[CH2:35][CH2:34][N:33]([C:45](=[O:48])[CH2:46][CH3:47])[CH2:32][CH2:31]3)[N:20]2[N:21]=[CH:22][N:23]=1. The yield is 0.420. (8) The reactants are [CH:1]([C@@H:3]1[NH:8][CH2:7][CH2:6][N:5]([C:9]([O:11][C:12]([CH3:15])([CH3:14])[CH3:13])=[O:10])[CH2:4]1)=[CH2:2].CCN(CC)CC.[C:23]1([S:29](Cl)(=[O:31])=[O:30])[CH:28]=[CH:27][CH:26]=[CH:25][CH:24]=1. The catalyst is C(Cl)Cl. The product is [C:23]1([S:29]([N:8]2[CH2:7][CH2:6][N:5]([C:9]([O:11][C:12]([CH3:15])([CH3:14])[CH3:13])=[O:10])[CH2:4][C@@H:3]2[CH:1]=[CH2:2])(=[O:31])=[O:30])[CH:28]=[CH:27][CH:26]=[CH:25][CH:24]=1. The yield is 0.630. (9) The reactants are [CH3:1][O:2][C:3]1[CH:4]=[CH:5][C:6]2[O:10][C:9]([CH2:11]O)=[CH:8][C:7]=2[CH:13]=1.P(Br)(Br)[Br:15]. The catalyst is C1(C)C=CC=CC=1. The product is [Br:15][CH2:11][C:9]1[O:10][C:6]2[CH:5]=[CH:4][C:3]([O:2][CH3:1])=[CH:13][C:7]=2[CH:8]=1. The yield is 0.740.